Dataset: Catalyst prediction with 721,799 reactions and 888 catalyst types from USPTO. Task: Predict which catalyst facilitates the given reaction. (1) Reactant: [CH3:1][O:2][C:3]([C:5]1[CH:10]([C:11]2[CH:16]=[CH:15][C:14]([C:17]#[N:18])=[CH:13][C:12]=2[CH2:19][Br:20])[N:9]2[C:21](=[O:24])[NH:22][N:23]=[C:8]2[N:7]([C:25]2[CH:30]=[CH:29][CH:28]=[C:27]([C:31]([F:34])([F:33])[F:32])[CH:26]=2)[C:6]=1[CH3:35])=[O:4].[CH3:36][N:37]([CH3:39])[CH3:38]. Product: [Br-:20].[C:17]([C:14]1[CH:15]=[CH:16][C:11]([CH:10]2[N:9]3[C:21](=[O:24])[NH:22][N:23]=[C:8]3[N:7]([C:25]3[CH:30]=[CH:29][CH:28]=[C:27]([C:31]([F:34])([F:33])[F:32])[CH:26]=3)[C:6]([CH3:35])=[C:5]2[C:3]([O:2][CH3:1])=[O:4])=[C:12]([CH:13]=1)[CH2:19][N+:37]([CH3:39])([CH3:38])[CH3:36])#[N:18]. The catalyst class is: 242. (2) Reactant: [CH3:1][O:2][C:3]1[CH:11]=[CH:10][C:9]([O:12][CH3:13])=[C:8]2[C:4]=1[CH2:5][CH2:6][C:7]2=O.C([SiH](CC)CC)C. Product: [CH3:13][O:12][C:9]1[CH:10]=[CH:11][C:3]([O:2][CH3:1])=[C:4]2[C:8]=1[CH2:7][CH2:6][CH2:5]2. The catalyst class is: 55. (3) Reactant: [CH2:1]([O:4][CH2:5][CH2:6][O:7][CH2:8][C:9](OC)=[O:10])[CH:2]=[CH2:3].[H-].[H-].[H-].[H-].[Li+].[Al+3]. Product: [CH2:1]([O:4][CH2:5][CH2:6][O:7][CH2:8][CH2:9][OH:10])[CH:2]=[CH2:3]. The catalyst class is: 1.